From a dataset of Forward reaction prediction with 1.9M reactions from USPTO patents (1976-2016). Predict the product of the given reaction. (1) Given the reactants [NH2:1][C:2]1[CH:7]=[CH:6][C:5]([OH:8])=[CH:4][CH:3]=1.CC(C)([O-])C.[K+].F[C:16]1[CH:21]=[CH:20][N:19]=[C:18]([C:22]([F:25])([F:24])[F:23])[CH:17]=1, predict the reaction product. The product is: [F:23][C:22]([F:25])([F:24])[C:18]1[CH:17]=[C:16]([O:8][C:5]2[CH:6]=[CH:7][C:2]([NH2:1])=[CH:3][CH:4]=2)[CH:21]=[CH:20][N:19]=1. (2) The product is: [NH2:8][C@@H:9]1[CH2:13][N:12]([C:14]2[CH:15]=[CH:16][C:17]([F:20])=[CH:18][CH:19]=2)[CH2:11][C@H:10]1[OH:21]. Given the reactants C([N:8](CC1C=CC=CC=1)[C@@H:9]1[CH2:13][N:12]([C:14]2[CH:19]=[CH:18][C:17]([F:20])=[CH:16][CH:15]=2)[CH2:11][C@H:10]1[OH:21])C1C=CC=CC=1, predict the reaction product.